Task: Predict the product of the given reaction.. Dataset: Forward reaction prediction with 1.9M reactions from USPTO patents (1976-2016) (1) Given the reactants Br[C:2]1[CH:7]=[CH:6][C:5]([N+:8]([O-:10])=[O:9])=[CH:4][N:3]=1.[NH:11]1[CH2:15][CH2:14][CH2:13][CH2:12]1, predict the reaction product. The product is: [N+:8]([C:5]1[CH:6]=[CH:7][C:2]([N:11]2[CH2:15][CH2:14][CH2:13][CH2:12]2)=[N:3][CH:4]=1)([O-:10])=[O:9]. (2) The product is: [Br:1][C:2]1[CH:3]=[CH:4][C:5]([CH2:8][C:9]([NH:18][C:19]2[CH:26]=[CH:25][C:22]([C:23]#[N:24])=[C:21]([C:27]([F:28])([F:29])[F:30])[CH:20]=2)=[O:11])=[CH:6][CH:7]=1. Given the reactants [Br:1][C:2]1[CH:7]=[CH:6][C:5]([CH2:8][C:9]([OH:11])=O)=[CH:4][CH:3]=1.C(Cl)(=O)C(Cl)=O.[NH2:18][C:19]1[CH:26]=[CH:25][C:22]([C:23]#[N:24])=[C:21]([C:27]([F:30])([F:29])[F:28])[CH:20]=1.N1C=CC=CC=1, predict the reaction product.